This data is from Forward reaction prediction with 1.9M reactions from USPTO patents (1976-2016). The task is: Predict the product of the given reaction. (1) Given the reactants CO[C:3](F)([F:11])[C:4]([F:10])([F:9])C(OC)=O.[CH3:13][O:14][C:15]([F:22])([F:21])[C:16]([F:20])([F:19])[CH2:17][OH:18], predict the reaction product. The product is: [F:11][C:3]([O:18][CH2:17][C:16]([F:20])([F:19])[C:15]([F:22])([F:21])[O:14][CH3:13])=[C:4]([F:10])[F:9]. (2) The product is: [O:2]=[C:3]1[C:8]2[C:9]([C:17]3[CH:22]=[CH:21][C:20]([CH2:23][C:24]#[N:25])=[CH:19][CH:18]=3)=[CH:10][N:11]([CH:12]3[CH2:16][CH2:15][O:14][CH2:13]3)[C:7]=2[CH:6]=[CH:5][NH:4]1. Given the reactants C[O:2][C:3]1[C:8]2[C:9]([C:17]3[CH:22]=[CH:21][C:20]([CH2:23][C:24]#[N:25])=[CH:19][CH:18]=3)=[CH:10][N:11]([CH:12]3[CH2:16][CH2:15][O:14][CH2:13]3)[C:7]=2[CH:6]=[CH:5][N:4]=1.[I-].[Na+].Cl[Si](C)(C)C.C(=O)([O-])O.[Na+], predict the reaction product. (3) The product is: [CH3:1][O:2][C:3]([C:5]1[S:6][C:7]([C:14]2[CH:19]=[CH:18][CH:17]=[CH:16][CH:15]=2)=[CH:8][C:9]=1[N:10]([CH:11]1[CH2:13][CH2:12]1)[C:25](=[O:26])[C:24]1[CH:28]=[CH:29][C:30]([Cl:32])=[CH:31][C:23]=1[Cl:22])=[O:4]. Given the reactants [CH3:1][O:2][C:3]([C:5]1[S:6][C:7]([C:14]2[CH:19]=[CH:18][CH:17]=[CH:16][CH:15]=2)=[CH:8][C:9]=1[NH:10][CH:11]1[CH2:13][CH2:12]1)=[O:4].N#N.[Cl:22][C:23]1[CH:31]=[C:30]([Cl:32])[CH:29]=[CH:28][C:24]=1[C:25](Cl)=[O:26], predict the reaction product.